This data is from HIV replication inhibition screening data with 41,000+ compounds from the AIDS Antiviral Screen. The task is: Binary Classification. Given a drug SMILES string, predict its activity (active/inactive) in a high-throughput screening assay against a specified biological target. (1) The drug is CC1(C)CNC(=O)C2(C=NC(C)(C)CNC(=O)C3(C=N1)CCCO3)CCCO2. The result is 0 (inactive). (2) The drug is O=C1CCC2(c3ccccc3)Nc3ccc(Cl)cc3N12. The result is 0 (inactive). (3) The result is 0 (inactive). The drug is CC(CCC(=O)O)C1CCC2C3C(O)CC4CC(O)CCC4(C)C3CC(O)C12C.NCCCN1CCN(CCCN)CC1. (4) The compound is OCCN(CCO)c1ncnc2c1sc(=S)n2-c1ccccc1. The result is 0 (inactive). (5) The drug is COc1ccc(NC(=O)C(=Cn2c(=S)[nH]c3cc(C)ccc32)C(C)=O)cc1. The result is 0 (inactive).